Task: Predict the reactants needed to synthesize the given product.. Dataset: Full USPTO retrosynthesis dataset with 1.9M reactions from patents (1976-2016) (1) Given the product [NH2:11][C@@H:12]([CH2:23][C:24]1[CH:29]=[CH:28][C:27]([C:30]2[N:35]=[CH:34][C:33]([C:36]3[CH:37]=[CH:38][C:39]([O:42][CH2:43][CH2:44][CH2:45][CH2:46][CH2:47][CH2:48][CH3:49])=[CH:40][CH:41]=3)=[CH:32][N:31]=2)=[CH:26][CH:25]=1)[C:13]([N:15]1[CH2:16][CH:17]([C:19]([O:21][CH3:22])=[O:20])[CH2:18]1)=[O:14], predict the reactants needed to synthesize it. The reactants are: C(OC([NH:11][C@@H:12]([CH2:23][C:24]1[CH:29]=[CH:28][C:27]([C:30]2[N:35]=[CH:34][C:33]([C:36]3[CH:41]=[CH:40][C:39]([O:42][CH2:43][CH2:44][CH2:45][CH2:46][CH2:47][CH2:48][CH3:49])=[CH:38][CH:37]=3)=[CH:32][N:31]=2)=[CH:26][CH:25]=1)[C:13]([N:15]1[CH2:18][CH:17]([C:19]([O:21][CH3:22])=[O:20])[CH2:16]1)=[O:14])=O)C1C=CC=CC=1. (2) Given the product [Cl:1][C:2]1[CH:3]=[CH:4][C:5]2[N:11]3[CH:12]=[CH:13][CH:14]=[C:10]3[C@@H:9]([CH2:15][CH2:16][C:17]([N:19]3[CH2:24][CH2:23][CH:22]([CH2:25][O:26][CH2:27][C:28]([OH:30])=[O:29])[CH2:21][CH2:20]3)=[O:18])[O:8][C@H:7]([C:32]3[CH:37]=[CH:36][CH:35]=[C:34]([O:38][CH3:39])[C:33]=3[O:40][CH3:41])[C:6]=2[CH:42]=1, predict the reactants needed to synthesize it. The reactants are: [Cl:1][C:2]1[CH:3]=[CH:4][C:5]2[N:11]3[CH:12]=[CH:13][CH:14]=[C:10]3[C@@H:9]([CH2:15][CH2:16][C:17]([N:19]3[CH2:24][CH2:23][CH:22]([CH2:25][O:26][CH2:27][C:28]([O:30]C)=[O:29])[CH2:21][CH2:20]3)=[O:18])[O:8][C@H:7]([C:32]3[CH:37]=[CH:36][CH:35]=[C:34]([O:38][CH3:39])[C:33]=3[O:40][CH3:41])[C:6]=2[CH:42]=1. (3) The reactants are: [Cl-].[CH3:2][N+:3]([CH3:28])([CH2:11][CH2:12][CH2:13][NH:14][C:15](=[O:27])[CH2:16][CH2:17][CH2:18][CH2:19][CH2:20][CH2:21][CH2:22][CH2:23][CH2:24][CH2:25][CH3:26])[CH2:4][C:5]1[CH:10]=[CH:9][CH:8]=[CH:7][CH:6]=1.[C:29]1([B-:35]([C:48]2[CH:53]=[CH:52][CH:51]=[CH:50][CH:49]=2)([C:42]2[CH:47]=[CH:46][CH:45]=[CH:44][CH:43]=2)[C:36]2[CH:41]=[CH:40][CH:39]=[CH:38][CH:37]=2)[CH:34]=[CH:33][CH:32]=[CH:31][CH:30]=1.[Na+]. Given the product [C:48]1([B-:35]([C:29]2[CH:30]=[CH:31][CH:32]=[CH:33][CH:34]=2)([C:36]2[CH:37]=[CH:38][CH:39]=[CH:40][CH:41]=2)[C:42]2[CH:47]=[CH:46][CH:45]=[CH:44][CH:43]=2)[CH:49]=[CH:50][CH:51]=[CH:52][CH:53]=1.[CH3:28][N+:3]([CH3:2])([CH2:11][CH2:12][CH2:13][NH:14][C:15](=[O:27])[CH2:16][CH2:17][CH2:18][CH2:19][CH2:20][CH2:21][CH2:22][CH2:23][CH2:24][CH2:25][CH3:26])[CH2:4][C:5]1[CH:10]=[CH:9][CH:8]=[CH:7][CH:6]=1, predict the reactants needed to synthesize it. (4) Given the product [Br:1][C:2]1[N:3]=[CH:4][C:5]2[N:6]([CH:7]=1)[C:19](=[O:20])[CH:18]=[C:22]([OH:23])[N:8]=2, predict the reactants needed to synthesize it. The reactants are: [Br:1][C:2]1[N:3]=[CH:4][C:5]([NH2:8])=[N:6][CH:7]=1.ClC1C=C(Cl)C=C(Cl)C=1[C:18](C1C(Cl)=CC(Cl)=CC=1Cl)([C:22]([O-])=[O:23])[C:19]([O-])=[O:20]. (5) Given the product [Br:34][CH2:9][CH2:8][CH:7]([C:5]1[O:6][C:2]([Br:1])=[C:3]([C:23]2[CH:28]=[CH:27][C:26]([C:29]([F:32])([F:31])[F:30])=[CH:25][CH:24]=2)[N:4]=1)[O:11][C:12]1[C:13]([F:22])=[C:14]([C:18]([F:21])=[CH:19][CH:20]=1)[C:15]([NH2:17])=[O:16], predict the reactants needed to synthesize it. The reactants are: [Br:1][C:2]1[O:6][C:5]([CH:7]([O:11][C:12]2[C:13]([F:22])=[C:14]([C:18]([F:21])=[CH:19][CH:20]=2)[C:15]([NH2:17])=[O:16])[CH2:8][CH2:9]O)=[N:4][C:3]=1[C:23]1[CH:28]=[CH:27][C:26]([C:29]([F:32])([F:31])[F:30])=[CH:25][CH:24]=1.P(Br)(Br)[Br:34]. (6) Given the product [NH2:20][C:8]1[CH:9]=[C:10]([CH:18]=[CH:19][C:7]=1[NH:6][CH:4]([CH3:5])[CH2:3][N:2]([CH3:1])[CH3:23])[C:11]([N:13]([CH2:16][CH3:17])[CH2:14][CH3:15])=[O:12], predict the reactants needed to synthesize it. The reactants are: [CH3:1][N:2]([CH3:23])[CH2:3][CH:4]([NH:6][C:7]1[CH:19]=[CH:18][C:10]([C:11]([N:13]([CH2:16][CH3:17])[CH2:14][CH3:15])=[O:12])=[CH:9][C:8]=1[N+:20]([O-])=O)[CH3:5]. (7) Given the product [Cl:24][C:20]1[CH:19]=[C:18]([CH:23]=[CH:22][CH:21]=1)[CH2:17][NH:16][C:15]([C:14]1[N:13]([CH2:26][CH:27]([O:28][CH3:29])[O:30][CH3:31])[CH:12]=[C:11]([CH2:32][OH:33])[C:10](=[O:35])[C:9]=1[O:8][CH2:1][C:2]1[CH:7]=[CH:6][CH:5]=[CH:4][CH:3]=1)=[O:25], predict the reactants needed to synthesize it. The reactants are: [CH2:1]([O:8][C:9]1[C:10](=[O:35])[C:11]([C:32](O)=[O:33])=[CH:12][N:13]([CH2:26][CH:27]([O:30][CH3:31])[O:28][CH3:29])[C:14]=1[C:15](=[O:25])[NH:16][CH2:17][C:18]1[CH:23]=[CH:22][CH:21]=[C:20]([Cl:24])[CH:19]=1)[C:2]1[CH:7]=[CH:6][CH:5]=[CH:4][CH:3]=1.S(Cl)(Cl)=O.[H-].[Al+3].[Li+].[H-].[H-].[H-].O1CCCC1.S([O-])(O)(=O)=O.[K+]. (8) Given the product [NH2:10][C:11]1[C:16]([S:17]([NH:4][C:3]2[CH:5]=[CH:6][C:7]([F:9])=[CH:8][C:2]=2[F:1])(=[O:19])=[O:18])=[CH:15][C:14]([Br:21])=[CH:13][N:12]=1, predict the reactants needed to synthesize it. The reactants are: [F:1][C:2]1[CH:8]=[C:7]([F:9])[CH:6]=[CH:5][C:3]=1[NH2:4].[NH2:10][C:11]1[C:16]([S:17](Cl)(=[O:19])=[O:18])=[CH:15][C:14]([Br:21])=[CH:13][N:12]=1.